Task: Predict the reaction yield, written as a fraction of the theoretical maximum amount of product (1.0 means a 100% yield; for example, 0.34 means a 34% yield).. Dataset: Reaction yield outcomes from USPTO patents with 853,638 reactions (1) The reactants are [F:1][C:2]1[C:10]([CH3:11])=[CH:9][CH:8]=[CH:7][C:3]=1[C:4]([OH:6])=[O:5].[Br:12]N1C(=O)CCC1=O.N(C(C)(C)C#N)=NC(C)(C)C#N. The catalyst is C(Cl)(Cl)(Cl)Cl. The product is [Br:12][CH2:11][C:10]1[C:2]([F:1])=[C:3]([CH:7]=[CH:8][CH:9]=1)[C:4]([OH:6])=[O:5]. The yield is 0.130. (2) The reactants are [C:1]([O:5][C:6]([N:8]1[CH2:11][C:10](=[CH:12][C:13]#[N:14])[CH2:9]1)=[O:7])([CH3:4])([CH3:3])[CH3:2].[NH:15]1[CH:19]=[CH:18][C:17]([C:20]2[C:21]3[CH:28]=[CH:27][N:26]([CH2:29][O:30][CH2:31][CH2:32][Si:33]([CH3:36])([CH3:35])[CH3:34])[C:22]=3[N:23]=[CH:24][N:25]=2)=[CH:16]1.N12CCCN=C1CCCCC2. The catalyst is C(#N)C. The product is [C:13]([CH2:12][C:10]1([N:15]2[CH:19]=[CH:18][C:17]([C:20]3[C:21]4[CH:28]=[CH:27][N:26]([CH2:29][O:30][CH2:31][CH2:32][Si:33]([CH3:36])([CH3:35])[CH3:34])[C:22]=4[N:23]=[CH:24][N:25]=3)=[CH:16]2)[CH2:11][N:8]([C:6]([O:5][C:1]([CH3:4])([CH3:2])[CH3:3])=[O:7])[CH2:9]1)#[N:14]. The yield is 0.830.